This data is from Full USPTO retrosynthesis dataset with 1.9M reactions from patents (1976-2016). The task is: Predict the reactants needed to synthesize the given product. The reactants are: [CH2:1]([O:3][CH:4]([C:8]1[CH:13]=[CH:12][C:11]([O:14][CH3:15])=[CH:10][C:9]=1[F:16])[C:5]([OH:7])=O)[CH3:2].[NH2:17][CH2:18][C:19]1[CH:26]=[CH:25][C:22]([C:23]#[N:24])=[CH:21][C:20]=1[Cl:27]. Given the product [Cl:27][C:20]1[CH:21]=[C:22]([C:23]#[N:24])[CH:25]=[CH:26][C:19]=1[CH2:18][NH:17][C:5](=[O:7])[CH:4]([O:3][CH2:1][CH3:2])[C:8]1[CH:13]=[CH:12][C:11]([O:14][CH3:15])=[CH:10][C:9]=1[F:16], predict the reactants needed to synthesize it.